From a dataset of Peptide-MHC class II binding affinity with 134,281 pairs from IEDB. Regression. Given a peptide amino acid sequence and an MHC pseudo amino acid sequence, predict their binding affinity value. This is MHC class II binding data. (1) The peptide sequence is DITVKNCVLKKSTNG. The MHC is HLA-DPA10201-DPB11401 with pseudo-sequence HLA-DPA10201-DPB11401. The binding affinity (normalized) is 0.324. (2) The peptide sequence is ANPGLIIGALAG. The MHC is DRB1_0401 with pseudo-sequence DRB1_0401. The binding affinity (normalized) is 0.0323. (3) The peptide sequence is AYGSFVRTVSLPVGA. The MHC is HLA-DQA10102-DQB10602 with pseudo-sequence HLA-DQA10102-DQB10602. The binding affinity (normalized) is 0.456. (4) The peptide sequence is YANYRDIDLGRNEVV. The MHC is HLA-DQA10101-DQB10501 with pseudo-sequence HLA-DQA10101-DQB10501. The binding affinity (normalized) is 0.442.